From a dataset of Full USPTO retrosynthesis dataset with 1.9M reactions from patents (1976-2016). Predict the reactants needed to synthesize the given product. Given the product [O:1]1[CH2:4][CH:3]([CH2:5][C:6]([O:8][CH3:9])=[O:7])[CH2:2]1, predict the reactants needed to synthesize it. The reactants are: [O:1]1[CH2:4][C:3](=[CH:5][C:6]([O:8][CH3:9])=[O:7])[CH2:2]1.